From a dataset of Reaction yield outcomes from USPTO patents with 853,638 reactions. Predict the reaction yield, written as a fraction of the theoretical maximum amount of product (1.0 means a 100% yield; for example, 0.34 means a 34% yield). (1) The reactants are [H-].[Na+].[CH3:3][N:4]1[C:12]2[C:7](=[CH:8][CH:9]=[C:10]([OH:13])[CH:11]=2)[CH:6]=[N:5]1.Br[CH2:15][C:16]([O:18]CC)=[O:17]. The catalyst is CN(C=O)C.O. The product is [CH3:3][N:4]1[C:12]2[C:7](=[CH:8][CH:9]=[C:10]([O:13][CH2:15][C:16]([OH:18])=[O:17])[CH:11]=2)[CH:6]=[N:5]1. The yield is 0.634. (2) The reactants are [S:1](Cl)([C:4]1[CH:10]=[CH:9][C:7]([CH3:8])=[CH:6][CH:5]=1)(=[O:3])=[O:2].Cl.[CH2:13]([O:15][C:16](=[O:19])[CH2:17][NH2:18])[CH3:14].N1C=CC=CC=1. The catalyst is ClCCl. The product is [CH2:13]([O:15][C:16](=[O:19])[CH2:17][NH:18][S:1]([C:4]1[CH:10]=[CH:9][C:7]([CH3:8])=[CH:6][CH:5]=1)(=[O:3])=[O:2])[CH3:14]. The yield is 0.960. (3) The reactants are Br[C:2]1[CH:3]=[C:4]2[CH:10]=[CH:9][N:8]([S:11]([C:14]3[CH:19]=[CH:18][CH:17]=[CH:16][CH:15]=3)(=[O:13])=[O:12])[C:5]2=[N:6][CH:7]=1.C([NH:24][C:25](=[O:27])[O-:26])(C)(C)C.C(=O)([O-])[O-].[Cs+].[Cs+].[CH3:34][C:35]1(C)[C:61]2C(=C(P(C3C=CC=CC=3)C3C=CC=CC=3)C=CC=2)OC2C(P(C3C=CC=CC=3)C3C=CC=CC=3)=CC=C[C:36]1=2. The catalyst is O1CCOCC1.C([O-])(=O)C.[Pd+2].C([O-])(=O)C. The product is [C:14]1([S:11]([N:8]2[C:5]3=[N:6][CH:7]=[C:2]([NH:24][C:25](=[O:27])[O:26][C:35]([CH3:61])([CH3:36])[CH3:34])[CH:3]=[C:4]3[CH:10]=[CH:9]2)(=[O:13])=[O:12])[CH:19]=[CH:18][CH:17]=[CH:16][CH:15]=1. The yield is 0.570. (4) The reactants are [CH3:1][O:2][C:3]1[CH:12]=[C:11]2[C:6]([C:7]([O:13][CH2:14][C:15]3[N:19]4[CH:20]=[C:21]([C:24](O)=[O:25])[CH:22]=[CH:23][C:18]4=[N:17][N:16]=3)=[CH:8][CH:9]=[N:10]2)=[CH:5][CH:4]=1.[CH:27]1([NH2:30])[CH2:29][CH2:28]1.ON1C2N=CC=CC=2N=N1.Cl.C(N=C=NCCCN(C)C)C.C(N(C(C)C)C(C)C)C. The catalyst is CN(C=O)C. The product is [CH:27]1([NH:30][C:24]([C:21]2[CH:22]=[CH:23][C:18]3[N:19]([C:15]([CH2:14][O:13][C:7]4[C:6]5[C:11](=[CH:12][C:3]([O:2][CH3:1])=[CH:4][CH:5]=5)[N:10]=[CH:9][CH:8]=4)=[N:16][N:17]=3)[CH:20]=2)=[O:25])[CH2:29][CH2:28]1. The yield is 0.440. (5) The reactants are [CH3:1][C:2]1([CH3:10])[O:9][C:7](=[O:8])[CH2:6][C:4](=[O:5])[O:3]1.[CH:11]([O-])([O-])OC.[F:16][C:17]1[CH:18]=[CH:19][C:20]([O:24][CH2:25][CH2:26][CH3:27])=[C:21]([CH:23]=1)[NH2:22]. No catalyst specified. The product is [F:16][C:17]1[CH:18]=[CH:19][C:20]([O:24][CH2:25][CH2:26][CH3:27])=[C:21]([NH:22][CH:11]=[C:6]2[C:7](=[O:8])[O:9][C:2]([CH3:10])([CH3:1])[O:3][C:4]2=[O:5])[CH:23]=1. The yield is 0.930.